From a dataset of Full USPTO retrosynthesis dataset with 1.9M reactions from patents (1976-2016). Predict the reactants needed to synthesize the given product. (1) Given the product [CH3:28][O:27][C:25]1[CH:24]=[CH:23][C:18]2[N:19]=[CH:20][C:21](=[O:22])[N:16]([CH2:15][CH2:14][CH:13]3[CH2:12][O:29]3)[C:17]=2[N:26]=1, predict the reactants needed to synthesize it. The reactants are: CC1C=CC(S(O[CH2:12][CH:13]([OH:29])[CH2:14][CH2:15][N:16]2[C:21](=[O:22])[CH:20]=[N:19][C:18]3[CH:23]=[CH:24][C:25]([O:27][CH3:28])=[N:26][C:17]2=3)(=O)=O)=CC=1.C(=O)([O-])O.[Na+]. (2) The reactants are: [NH2:1][C:2]1[CH:39]=[CH:38][C:5]([CH2:6][N:7]2[CH:11]=[C:10]([C:12]3[CH:17]=[CH:16][C:15]([Cl:18])=[CH:14][C:13]=3[Cl:19])[N:9]=[C:8]2[CH2:20][C:21]2[CH:26]=[CH:25][C:24]([C:27]3[CH:32]=[CH:31][CH:30]=[C:29]([NH:33][S:34]([CH3:37])(=[O:36])=[O:35])[CH:28]=3)=[CH:23][CH:22]=2)=[CH:4][CH:3]=1.Br[CH2:41][C:42]([O:44][CH3:45])=[O:43]. Given the product [CH3:45][O:44][C:42](=[O:43])[CH2:41][NH:1][C:2]1[CH:3]=[CH:4][C:5]([CH2:6][N:7]2[CH:11]=[C:10]([C:12]3[CH:17]=[CH:16][C:15]([Cl:18])=[CH:14][C:13]=3[Cl:19])[N:9]=[C:8]2[CH2:20][C:21]2[CH:22]=[CH:23][C:24]([C:27]3[CH:32]=[CH:31][CH:30]=[C:29]([NH:33][S:34]([CH3:37])(=[O:36])=[O:35])[CH:28]=3)=[CH:25][CH:26]=2)=[CH:38][CH:39]=1, predict the reactants needed to synthesize it. (3) Given the product [Cl:1][C:2]1[CH:3]=[C:4]([C:12]2[N:17]=[CH:16][CH:15]=[CH:14][N:13]=2)[CH:5]=[CH:6][CH:7]=1, predict the reactants needed to synthesize it. The reactants are: [Cl:1][C:2]1[CH:3]=[C:4](B(O)O)[CH:5]=[CH:6][CH:7]=1.Cl[C:12]1[N:17]=[CH:16][CH:15]=[CH:14][N:13]=1.[F-].[Cs+]. (4) Given the product [NH2:1][C:4]1[CH:9]=[CH:8][CH:7]=[CH:6][C:5]=1[C:10]1[O:14][C:13]([C:15]2[CH:25]=[CH:24][C:18]([C:19]([O:21][CH2:22][CH3:23])=[O:20])=[CH:17][CH:16]=2)=[N:12][N:11]=1, predict the reactants needed to synthesize it. The reactants are: [N+:1]([C:4]1[CH:9]=[CH:8][CH:7]=[CH:6][C:5]=1[C:10]1[O:14][C:13]([C:15]2[CH:25]=[CH:24][C:18]([C:19]([O:21][CH2:22][CH3:23])=[O:20])=[CH:17][CH:16]=2)=[N:12][N:11]=1)([O-])=O.